From a dataset of NCI-60 drug combinations with 297,098 pairs across 59 cell lines. Regression. Given two drug SMILES strings and cell line genomic features, predict the synergy score measuring deviation from expected non-interaction effect. (1) Drug 1: COC1=CC(=CC(=C1O)OC)C2C3C(COC3=O)C(C4=CC5=C(C=C24)OCO5)OC6C(C(C7C(O6)COC(O7)C8=CC=CS8)O)O. Drug 2: CC12CCC3C(C1CCC2O)C(CC4=C3C=CC(=C4)O)CCCCCCCCCS(=O)CCCC(C(F)(F)F)(F)F. Cell line: OVCAR-4. Synergy scores: CSS=1.55, Synergy_ZIP=-2.29, Synergy_Bliss=-3.46, Synergy_Loewe=-3.53, Synergy_HSA=-2.85. (2) Drug 1: C1=CC=C(C=C1)NC(=O)CCCCCCC(=O)NO. Drug 2: C(CC(=O)O)C(=O)CN.Cl. Cell line: SN12C. Synergy scores: CSS=8.57, Synergy_ZIP=-5.21, Synergy_Bliss=1.47, Synergy_Loewe=-3.45, Synergy_HSA=0.193. (3) Drug 1: C1=CC(=CC=C1CCCC(=O)O)N(CCCl)CCCl. Drug 2: CCN(CC)CCCC(C)NC1=C2C=C(C=CC2=NC3=C1C=CC(=C3)Cl)OC. Cell line: HOP-92. Synergy scores: CSS=44.4, Synergy_ZIP=-15.4, Synergy_Bliss=-11.7, Synergy_Loewe=-6.59, Synergy_HSA=-4.41. (4) Cell line: SW-620. Drug 2: CC(C)NC(=O)C1=CC=C(C=C1)CNNC.Cl. Drug 1: C1CCC(C1)C(CC#N)N2C=C(C=N2)C3=C4C=CNC4=NC=N3. Synergy scores: CSS=42.2, Synergy_ZIP=15.2, Synergy_Bliss=13.7, Synergy_Loewe=9.11, Synergy_HSA=9.83. (5) Drug 1: C1CN(CCN1C(=O)CCBr)C(=O)CCBr. Drug 2: CN(C(=O)NC(C=O)C(C(C(CO)O)O)O)N=O. Cell line: T-47D. Synergy scores: CSS=-3.17, Synergy_ZIP=-0.0280, Synergy_Bliss=-3.50, Synergy_Loewe=-2.12, Synergy_HSA=-6.08. (6) Drug 1: CN1C(=O)N2C=NC(=C2N=N1)C(=O)N. Drug 2: CCCCCOC(=O)NC1=NC(=O)N(C=C1F)C2C(C(C(O2)C)O)O. Cell line: NCI-H322M. Synergy scores: CSS=-9.33, Synergy_ZIP=3.86, Synergy_Bliss=-3.36, Synergy_Loewe=-11.5, Synergy_HSA=-11.3. (7) Drug 1: CC1=CC2C(CCC3(C2CCC3(C(=O)C)OC(=O)C)C)C4(C1=CC(=O)CC4)C. Drug 2: C1=CC(=CC=C1CC(C(=O)O)N)N(CCCl)CCCl.Cl. Cell line: MOLT-4. Synergy scores: CSS=48.7, Synergy_ZIP=1.29, Synergy_Bliss=1.99, Synergy_Loewe=-27.2, Synergy_HSA=1.76.